The task is: Predict the product of the given reaction.. This data is from Forward reaction prediction with 1.9M reactions from USPTO patents (1976-2016). (1) Given the reactants [NH:1]1[CH:5]=[C:4]([C:6]2[CH:22]=[CH:21][C:9]3[C:10]4[N:11]=[C:12]([C:18](O)=[O:19])[S:13][C:14]=4[CH2:15][CH2:16][O:17][C:8]=3[CH:7]=2)[CH:3]=[N:2]1.[N:23]1([C:29]2[CH:34]=[N:33][CH:32]=[CH:31][N:30]=2)[CH2:28][CH2:27][NH:26][CH2:25][CH2:24]1, predict the reaction product. The product is: [NH:2]1[CH:3]=[C:4]([C:6]2[CH:22]=[CH:21][C:9]3[C:10]4[N:11]=[C:12]([C:18]([N:26]5[CH2:27][CH2:28][N:23]([C:29]6[CH:34]=[N:33][CH:32]=[CH:31][N:30]=6)[CH2:24][CH2:25]5)=[O:19])[S:13][C:14]=4[CH2:15][CH2:16][O:17][C:8]=3[CH:7]=2)[CH:5]=[N:1]1. (2) Given the reactants O.O.[Sn](Cl)(Cl)(Cl)Cl.[N+:8]([C:11]1[CH:16]=[CH:15][C:14]([C:17]([N:19]2[CH2:24][CH2:23][N:22]([C:25]3[CH:30]=[CH:29][CH:28]=[CH:27][CH:26]=3)[CH2:21][CH2:20]2)=[O:18])=[CH:13][CH:12]=1)([O-])=O, predict the reaction product. The product is: [NH2:8][C:11]1[CH:12]=[CH:13][C:14]([C:17]([N:19]2[CH2:24][CH2:23][N:22]([C:25]3[CH:26]=[CH:27][CH:28]=[CH:29][CH:30]=3)[CH2:21][CH2:20]2)=[O:18])=[CH:15][CH:16]=1. (3) Given the reactants [S:1]([C:5]1[CH:6]=[C:7]([CH:11]=[C:12]([C:14]([F:17])([F:16])[F:15])[CH:13]=1)[C:8]([OH:10])=[O:9])(=[O:4])(=[O:3])[NH2:2].[CH3:18][C:19](=O)[CH2:20][CH2:21][C:22](=O)[CH3:23].O.C1(C)C=CC(S(O)(=O)=O)=CC=1, predict the reaction product. The product is: [CH3:23][C:22]1[N:2]([S:1]([C:5]2[CH:6]=[C:7]([CH:11]=[C:12]([C:14]([F:16])([F:15])[F:17])[CH:13]=2)[C:8]([OH:10])=[O:9])(=[O:3])=[O:4])[C:19]([CH3:18])=[CH:20][CH:21]=1. (4) Given the reactants [C:1]([C:3]1[C:4]([N:21]2[CH2:26][CH2:25][CH:24]([C:27](O)=[O:28])[CH2:23][CH2:22]2)=[N:5][C:6]([CH2:14][N:15]2[CH2:19][CH2:18][CH2:17][C:16]2=[O:20])=[C:7]([C:9]([O:11][CH2:12][CH3:13])=[O:10])[CH:8]=1)#[N:2].[CH:30]1([CH2:34][S:35]([NH2:38])(=[O:37])=[O:36])[CH2:33][CH2:32][CH2:31]1, predict the reaction product. The product is: [C:1]([C:3]1[C:4]([N:21]2[CH2:26][CH2:25][CH:24]([C:27](=[O:28])[NH:38][S:35]([CH2:34][CH:30]3[CH2:33][CH2:32][CH2:31]3)(=[O:37])=[O:36])[CH2:23][CH2:22]2)=[N:5][C:6]([CH2:14][N:15]2[CH2:19][CH2:18][CH2:17][C:16]2=[O:20])=[C:7]([CH:8]=1)[C:9]([O:11][CH2:12][CH3:13])=[O:10])#[N:2]. (5) The product is: [CH:33]1([O:32][C:29]2[CH:30]=[CH:31][C:26]([N:7]3[C:8]4[C:13](=[CH:12][C:11]([C:16]5[CH:17]=[CH:18][C:19]([C:22]([F:23])([F:24])[F:25])=[CH:20][CH:21]=5)=[CH:10][CH:9]=4)[C:14](/[CH:45]=[CH:44]/[C:43]4[S:42][CH:41]=[N:40][C:39]=4[CH3:38])=[C:6]3[C:4]([OH:3])=[O:5])=[CH:27][CH:28]=2)[CH2:34][CH2:35][CH2:36][CH2:37]1. Given the reactants C([O:3][C:4]([C:6]1[N:7]([C:26]2[CH:31]=[CH:30][C:29]([O:32][CH:33]3[CH2:37][CH2:36][CH2:35][CH2:34]3)=[CH:28][CH:27]=2)[C:8]2[C:13]([C:14]=1I)=[CH:12][C:11]([C:16]1[CH:21]=[CH:20][C:19]([C:22]([F:25])([F:24])[F:23])=[CH:18][CH:17]=1)=[CH:10][CH:9]=2)=[O:5])C.[CH3:38][C:39]1[N:40]=[CH:41][S:42][C:43]=1[CH:44]=[CH2:45], predict the reaction product.